This data is from CYP3A4 inhibition data for predicting drug metabolism from PubChem BioAssay. The task is: Regression/Classification. Given a drug SMILES string, predict its absorption, distribution, metabolism, or excretion properties. Task type varies by dataset: regression for continuous measurements (e.g., permeability, clearance, half-life) or binary classification for categorical outcomes (e.g., BBB penetration, CYP inhibition). Dataset: cyp3a4_veith. The molecule is COCCn1c(=O)cnc2cnc(N3CCOCC3)nc21. The result is 0 (non-inhibitor).